From a dataset of Full USPTO retrosynthesis dataset with 1.9M reactions from patents (1976-2016). Predict the reactants needed to synthesize the given product. Given the product [I:17][C:11]1[CH:10]=[C:9]([C:2]([CH3:1])([CH2:4][C:5]([CH3:6])([CH3:7])[CH3:8])[CH3:3])[CH:14]=[CH:13][C:12]=1[OH:15], predict the reactants needed to synthesize it. The reactants are: [CH3:1][C:2]([C:9]1[CH:14]=[CH:13][C:12]([OH:15])=[CH:11][CH:10]=1)([CH2:4][C:5]([CH3:8])([CH3:7])[CH3:6])[CH3:3].[Na+].[I-:17].[OH-].[Na+].[O-]Cl.[Na+].[O-]S([O-])(=S)=O.[Na+].[Na+].Cl.